From a dataset of Catalyst prediction with 721,799 reactions and 888 catalyst types from USPTO. Predict which catalyst facilitates the given reaction. (1) Reactant: C1C2C(=CC=CC=2)C[N:2]1[CH2:10][CH2:11][C:12]1[CH:13]=[C:14]([NH:22][C:23]([CH:25]2[CH2:34][C:33]3[CH:32]=[C:31]([O:35][C:36]4[CH:41]=[CH:40][N:39]=[C:38]([C:42]([NH:44][CH3:45])=[O:43])[CH:37]=4)[CH:30]=[CH:29][C:28]=3[CH2:27][CH2:26]2)=[O:24])[CH:15]=[C:16]([C:18]([F:21])([F:20])[F:19])[CH:17]=1.C(N)CN. Product: [NH2:2][CH2:10][CH2:11][C:12]1[CH:13]=[C:14]([NH:22][C:23]([CH:25]2[CH2:34][C:33]3[CH:32]=[C:31]([O:35][C:36]4[CH:41]=[CH:40][N:39]=[C:38]([C:42]([NH:44][CH3:45])=[O:43])[CH:37]=4)[CH:30]=[CH:29][C:28]=3[CH2:27][CH2:26]2)=[O:24])[CH:15]=[C:16]([C:18]([F:21])([F:19])[F:20])[CH:17]=1. The catalyst class is: 161. (2) Reactant: [F:1][C:2]([F:7])([F:6])[C:3]([OH:5])=[O:4].C(OC([N:15]1[CH2:20][CH2:19][CH:18]([N:21]([C:23](=[O:25])[CH3:24])[CH3:22])[CH2:17][CH2:16]1)=O)(C)(C)C. Product: [F:1][C:2]([F:7])([F:6])[C:3]([OH:5])=[O:4].[CH3:22][N:21]([CH:18]1[CH2:17][CH2:16][NH:15][CH2:20][CH2:19]1)[C:23](=[O:25])[CH3:24]. The catalyst class is: 2. (3) Reactant: [F:11][C:10]([F:13])([F:12])[S:7](O[S:7]([C:10]([F:13])([F:12])[F:11])(=[O:9])=[O:8])(=[O:9])=[O:8].[Cl:16][C:17]1[CH:22]=[CH:21][C:20]([NH2:23])=[C:19]([S:24][C:25]2[CH:30]=[CH:29][C:28]([Cl:31])=[CH:27][CH:26]=2)[CH:18]=1.O. Product: [Cl:16][C:17]1[CH:22]=[CH:21][C:20]([NH:23][S:7]([C:10]([F:11])([F:12])[F:13])(=[O:8])=[O:9])=[C:19]([S:24][C:25]2[CH:30]=[CH:29][C:28]([Cl:31])=[CH:27][CH:26]=2)[CH:18]=1. The catalyst class is: 4. (4) Reactant: [CH3:1][N:2]([CH2:4][C:5]1[CH:10]=[CH:9][CH:8]=[CH:7][C:6]=1[S:11][C:12]1[CH:17]=[CH:16][C:15]([F:18])=[CH:14][C:13]=1[N+:19]([O-])=O)[CH3:3].Cl[Sn]Cl. Product: [CH3:3][N:2]([CH2:4][C:5]1[CH:10]=[CH:9][CH:8]=[CH:7][C:6]=1[S:11][C:12]1[CH:17]=[CH:16][C:15]([F:18])=[CH:14][C:13]=1[NH2:19])[CH3:1]. The catalyst class is: 240.